From a dataset of Forward reaction prediction with 1.9M reactions from USPTO patents (1976-2016). Predict the product of the given reaction. Given the reactants C[O:2][C:3](=[O:21])[C:4]1[CH:9]=[CH:8][C:7]([O:10][CH2:11][CH2:12][CH:13]([CH3:20])[CH2:14][CH2:15][CH2:16][CH:17]([CH3:19])[CH3:18])=[CH:6][CH:5]=1.[OH-].[K+].Cl, predict the reaction product. The product is: [CH3:20][CH:13]([CH2:14][CH2:15][CH2:16][CH:17]([CH3:19])[CH3:18])[CH2:12][CH2:11][O:10][C:7]1[CH:6]=[CH:5][C:4]([C:3]([OH:21])=[O:2])=[CH:9][CH:8]=1.